This data is from Forward reaction prediction with 1.9M reactions from USPTO patents (1976-2016). The task is: Predict the product of the given reaction. (1) Given the reactants [Cl:1][C:2]1[CH:3]=[CH:4][C:5]2[N:6]([C:8]([CH:11]([C:13]3[C:14]([F:24])=[C:15]4[C:19](=[CH:20][C:21]=3[F:22])[N:18]([CH3:23])[N:17]=[CH:16]4)O)=[CH:9][N:10]=2)[N:7]=1.II.[PH2](=O)O.ClC1C=CC2N(C(C(C3C(F)=C4C(=CC=3F)N(C)N=C4)C)=CN=2)N=1, predict the reaction product. The product is: [Cl:1][C:2]1[CH:3]=[CH:4][C:5]2[N:6]([C:8]([CH2:11][C:13]3[C:14]([F:24])=[C:15]4[C:19](=[CH:20][C:21]=3[F:22])[N:18]([CH3:23])[N:17]=[CH:16]4)=[CH:9][N:10]=2)[N:7]=1. (2) Given the reactants C([N:4]1[C:12]2[C:7](=[CH:8][CH:9]=[CH:10][CH:11]=2)[CH2:6][CH:5]1[C:13]1[N:17]=[C:16]([CH2:18][CH2:19][CH3:20])[O:15][N:14]=1)(=O)C.[OH-].[Na+], predict the reaction product. The product is: [CH2:18]([C:16]1[O:15][N:14]=[C:13]([CH:5]2[CH2:6][C:7]3[C:12](=[CH:11][CH:10]=[CH:9][CH:8]=3)[NH:4]2)[N:17]=1)[CH2:19][CH3:20]. (3) Given the reactants [H-].[Na+].[CH:3]([C:5]1[CH:6]=[CH:7][C:8]([O:13][C:14]2[CH:19]=[CH:18][CH:17]=[C:16]([C:20]([F:23])([F:22])[F:21])[CH:15]=2)=[C:9]([CH:12]=1)[C:10]#[N:11])=O.[CH2:24]1COCC1, predict the reaction product. The product is: [CH:3]([C:5]1[CH:6]=[CH:7][C:8]([O:13][C:14]2[CH:19]=[CH:18][CH:17]=[C:16]([C:20]([F:23])([F:22])[F:21])[CH:15]=2)=[C:9]([CH:12]=1)[C:10]#[N:11])=[CH2:24]. (4) Given the reactants C(OC([N:11]1[CH2:17][C@H:16]([OH:18])[C@@H:15]([NH:19][C:20]([C:22]2([NH:28][C:29]([O:31][C:32]([CH3:35])([CH3:34])[CH3:33])=[O:30])[CH2:27][CH2:26][CH2:25][CH2:24][CH2:23]2)=[O:21])[CH2:14][CH2:13][C@H:12]1[CH3:36])=O)C1C=CC=CC=1.[H][H], predict the reaction product. The product is: [C:32]([O:31][C:29](=[O:30])[NH:28][C:22]1([C:20](=[O:21])[NH:19][C@H:15]2[CH2:14][CH2:13][C@@H:12]([CH3:36])[NH:11][CH2:17][C@@H:16]2[OH:18])[CH2:23][CH2:24][CH2:25][CH2:26][CH2:27]1)([CH3:33])([CH3:34])[CH3:35].